Regression. Given two drug SMILES strings and cell line genomic features, predict the synergy score measuring deviation from expected non-interaction effect. From a dataset of NCI-60 drug combinations with 297,098 pairs across 59 cell lines. (1) Drug 1: C1=CC(=CC=C1CCC2=CNC3=C2C(=O)NC(=N3)N)C(=O)NC(CCC(=O)O)C(=O)O. Drug 2: CCC1(C2=C(COC1=O)C(=O)N3CC4=CC5=C(C=CC(=C5CN(C)C)O)N=C4C3=C2)O.Cl. Cell line: HOP-92. Synergy scores: CSS=19.4, Synergy_ZIP=-9.17, Synergy_Bliss=-3.97, Synergy_Loewe=-9.20, Synergy_HSA=-0.953. (2) Drug 1: CCCCCOC(=O)NC1=NC(=O)N(C=C1F)C2C(C(C(O2)C)O)O. Drug 2: CNC(=O)C1=NC=CC(=C1)OC2=CC=C(C=C2)NC(=O)NC3=CC(=C(C=C3)Cl)C(F)(F)F. Cell line: NCI-H460. Synergy scores: CSS=-2.37, Synergy_ZIP=0.860, Synergy_Bliss=-0.114, Synergy_Loewe=-4.36, Synergy_HSA=-3.60. (3) Drug 1: CCC1(CC2CC(C3=C(CCN(C2)C1)C4=CC=CC=C4N3)(C5=C(C=C6C(=C5)C78CCN9C7C(C=CC9)(C(C(C8N6C)(C(=O)OC)O)OC(=O)C)CC)OC)C(=O)OC)O.OS(=O)(=O)O. Drug 2: CC12CCC3C(C1CCC2OP(=O)(O)O)CCC4=C3C=CC(=C4)OC(=O)N(CCCl)CCCl.[Na+]. Cell line: SF-295. Synergy scores: CSS=3.44, Synergy_ZIP=-2.24, Synergy_Bliss=-3.41, Synergy_Loewe=-3.38, Synergy_HSA=-2.95. (4) Drug 2: CCC1=C2CN3C(=CC4=C(C3=O)COC(=O)C4(CC)O)C2=NC5=C1C=C(C=C5)O. Synergy scores: CSS=26.0, Synergy_ZIP=-6.46, Synergy_Bliss=-1.46, Synergy_Loewe=-4.68, Synergy_HSA=-0.00359. Cell line: SK-OV-3. Drug 1: C1C(C(OC1N2C=C(C(=O)NC2=O)F)CO)O. (5) Drug 1: C1=C(C(=O)NC(=O)N1)F. Drug 2: C#CCC(CC1=CN=C2C(=N1)C(=NC(=N2)N)N)C3=CC=C(C=C3)C(=O)NC(CCC(=O)O)C(=O)O. Cell line: HL-60(TB). Synergy scores: CSS=32.6, Synergy_ZIP=-24.8, Synergy_Bliss=-45.9, Synergy_Loewe=-39.9, Synergy_HSA=-38.7.